From a dataset of NCI-60 drug combinations with 297,098 pairs across 59 cell lines. Regression. Given two drug SMILES strings and cell line genomic features, predict the synergy score measuring deviation from expected non-interaction effect. (1) Drug 1: CC1CCC2CC(C(=CC=CC=CC(CC(C(=O)C(C(C(=CC(C(=O)CC(OC(=O)C3CCCCN3C(=O)C(=O)C1(O2)O)C(C)CC4CCC(C(C4)OC)OCCO)C)C)O)OC)C)C)C)OC. Drug 2: CC1=C(N=C(N=C1N)C(CC(=O)N)NCC(C(=O)N)N)C(=O)NC(C(C2=CN=CN2)OC3C(C(C(C(O3)CO)O)O)OC4C(C(C(C(O4)CO)O)OC(=O)N)O)C(=O)NC(C)C(C(C)C(=O)NC(C(C)O)C(=O)NCCC5=NC(=CS5)C6=NC(=CS6)C(=O)NCCC[S+](C)C)O. Cell line: TK-10. Synergy scores: CSS=20.1, Synergy_ZIP=-7.63, Synergy_Bliss=-1.73, Synergy_Loewe=-1.67, Synergy_HSA=-0.646. (2) Drug 1: C1=CC(=C2C(=C1NCCNCCO)C(=O)C3=C(C=CC(=C3C2=O)O)O)NCCNCCO. Drug 2: CN(C)N=NC1=C(NC=N1)C(=O)N. Cell line: SK-MEL-28. Synergy scores: CSS=38.3, Synergy_ZIP=1.38, Synergy_Bliss=0.287, Synergy_Loewe=-60.3, Synergy_HSA=-0.742. (3) Drug 1: CC1CCC2CC(C(=CC=CC=CC(CC(C(=O)C(C(C(=CC(C(=O)CC(OC(=O)C3CCCCN3C(=O)C(=O)C1(O2)O)C(C)CC4CCC(C(C4)OC)O)C)C)O)OC)C)C)C)OC. Drug 2: CNC(=O)C1=NC=CC(=C1)OC2=CC=C(C=C2)NC(=O)NC3=CC(=C(C=C3)Cl)C(F)(F)F. Cell line: ACHN. Synergy scores: CSS=5.64, Synergy_ZIP=-5.80, Synergy_Bliss=-5.95, Synergy_Loewe=-31.5, Synergy_HSA=-8.52. (4) Drug 1: C1CCN(CC1)CCOC2=CC=C(C=C2)C(=O)C3=C(SC4=C3C=CC(=C4)O)C5=CC=C(C=C5)O. Drug 2: CC12CCC3C(C1CCC2OP(=O)(O)O)CCC4=C3C=CC(=C4)OC(=O)N(CCCl)CCCl.[Na+]. Cell line: SK-MEL-28. Synergy scores: CSS=0.0640, Synergy_ZIP=3.23, Synergy_Bliss=6.30, Synergy_Loewe=0.183, Synergy_HSA=1.01. (5) Drug 1: C1=C(C(=O)NC(=O)N1)N(CCCl)CCCl. Drug 2: CC1=C(C(=CC=C1)Cl)NC(=O)C2=CN=C(S2)NC3=CC(=NC(=N3)C)N4CCN(CC4)CCO. Cell line: NCI-H522. Synergy scores: CSS=49.2, Synergy_ZIP=1.53, Synergy_Bliss=3.98, Synergy_Loewe=9.63, Synergy_HSA=10.8.